Dataset: HIV replication inhibition screening data with 41,000+ compounds from the AIDS Antiviral Screen. Task: Binary Classification. Given a drug SMILES string, predict its activity (active/inactive) in a high-throughput screening assay against a specified biological target. (1) The compound is CNC(=O)C(C)NC(=O)C(Cc1ccccc1)NC(=O)c1ccccc1. The result is 0 (inactive). (2) The result is 0 (inactive). The compound is Cc1cc(=O)oc2cc3c(cc12)CCCN3. (3) The molecule is CNC(=O)C(CC(C)C)NC(=O)C(C)NC(=O)C(Cc1ccc(OCc2ccccc2)cc1)NC(=O)C(COCc1ccccc1)NC(=O)OC(C)(C)C. The result is 0 (inactive). (4) The molecule is CC(=O)Oc1c2c(c(CC=C(C)C)c3c1C(=O)C1=CC4CC5C(C)(C)OC(CC=C(C)C(=O)O)(C4=O)C15O3)OC(C)(CCC=C(C)C)C=C2. The result is 0 (inactive). (5) The compound is FC(F)(F)C(=NNc1ccccc1)SSC(=NNc1ccccc1)C(F)(F)F. The result is 0 (inactive). (6) The drug is N#Cc1ccc(C=CC(=O)c2ccccc2)cc1. The result is 0 (inactive). (7) The molecule is Cc1c(C(=O)NNc2ccccc2)n2c(=S)[nH]nc2c2ccccc12. The result is 0 (inactive). (8) The molecule is Nc1ccc(C(=O)NC(=Cc2ccc3c(c2)OCO3)c2nc3ccccc3s2)cc1. The result is 0 (inactive). (9) The drug is CC1(C)OC2C(=O)OC(CO)C2O1. The result is 0 (inactive).